The task is: Regression/Classification. Given a drug SMILES string, predict its toxicity properties. Task type varies by dataset: regression for continuous values (e.g., LD50, hERG inhibition percentage) or binary classification for toxic/non-toxic outcomes (e.g., AMES mutagenicity, cardiotoxicity, hepatotoxicity). Dataset: herg_karim.. This data is from hERG potassium channel inhibition data for cardiac toxicity prediction from Karim et al.. The drug is O=C(c1ccc(C2=CC3(CCNCC3)Oc3ccccc32)cc1)N1CCCCC1. The result is 1 (blocker).